From a dataset of Retrosynthesis with 50K atom-mapped reactions and 10 reaction types from USPTO. Predict the reactants needed to synthesize the given product. (1) Given the product CC(C)OC(=O)N1CCC(n2ncc(COc3ccc(Br)cc3F)c2C#N)CC1, predict the reactants needed to synthesize it. The reactants are: CC(C)OC(=O)N1CCC(n2ncc(CO)c2C#N)CC1.Oc1ccc(Br)cc1F. (2) Given the product COc1cc(N)cc(F)c1F, predict the reactants needed to synthesize it. The reactants are: Nc1cc(F)c(F)c(F)c1.O=C([O-])[O-]. (3) Given the product CN1CCN([C@H]2CC[C@@H](n3nc(-c4ccc(Oc5ccccc5)nc4)c4c(N)ncnc43)CC2)CC1, predict the reactants needed to synthesize it. The reactants are: CN1CCNCC1.Nc1ncnc2c1c(-c1ccc(Oc3ccccc3)nc1)nn2C1CCC(=O)CC1. (4) Given the product CC(C)n1c(=O)oc2cc(N3C[C@H](CNC(=O)c4ccc(Cl)s4)OC3=O)ccc21, predict the reactants needed to synthesize it. The reactants are: CC(C)n1c(=O)oc2cc(N3C[C@H](CN)OC3=O)ccc21.O=C(Cl)c1ccc(Cl)s1.